Dataset: Full USPTO retrosynthesis dataset with 1.9M reactions from patents (1976-2016). Task: Predict the reactants needed to synthesize the given product. (1) Given the product [F:1][C:2]1[CH:3]=[CH:4][C:5]2[CH2:11][S:10](=[O:12])(=[O:13])[N:9]([CH2:23][CH2:24][CH:25]([CH3:27])[CH3:26])[N:8]=[C:7]([C:14]3[CH:19]=[CH:18][C:17]([F:20])=[CH:16][CH:15]=3)[C:6]=2[CH:21]=1, predict the reactants needed to synthesize it. The reactants are: [F:1][C:2]1[CH:3]=[CH:4][C:5]2[CH2:11][S:10](=[O:13])(=[O:12])[NH:9][N:8]=[C:7]([C:14]3[CH:19]=[CH:18][C:17]([F:20])=[CH:16][CH:15]=3)[C:6]=2[CH:21]=1.Br[CH2:23][CH:24]=[C:25]([CH3:27])[CH3:26]. (2) Given the product [CH:14]1([C:12]2[NH:11][N:10]=[C:9]([NH:8][C:6]3[C:5]([C:17]#[C:18][Si:19]([CH3:22])([CH3:21])[CH3:20])=[CH:4][N:3]=[C:2]([NH:32][C:28]4[CH:27]=[C:26]5[C:31](=[CH:30][CH:29]=4)[NH:23][N:24]=[CH:25]5)[N:7]=3)[CH:13]=2)[CH2:16][CH2:15]1, predict the reactants needed to synthesize it. The reactants are: Cl[C:2]1[N:7]=[C:6]([NH:8][C:9]2[CH:13]=[C:12]([CH:14]3[CH2:16][CH2:15]3)[NH:11][N:10]=2)[C:5]([C:17]#[C:18][Si:19]([CH3:22])([CH3:21])[CH3:20])=[CH:4][N:3]=1.[NH:23]1[C:31]2[C:26](=[CH:27][C:28]([NH2:32])=[CH:29][CH:30]=2)[CH:25]=[N:24]1. (3) Given the product [O:22]=[C:21]([C:23]1[CH:28]=[CH:27][CH:26]=[CH:25][C:24]=1[CH3:29])[CH2:20][N:6]1[C:7](=[O:16])[C:8]2[CH:15]=[CH:14][CH:13]=[CH:12][C:9]=2[NH:10][C:11]2[N:1]=[CH:2][CH:3]=[CH:4][C:5]1=2, predict the reactants needed to synthesize it. The reactants are: [N:1]1[C:11]2[NH:10][C:9]3[CH:12]=[CH:13][CH:14]=[CH:15][C:8]=3[C:7](=[O:16])[NH:6][C:5]=2[CH:4]=[CH:3][CH:2]=1.[H-].[Na+].Br[CH2:20][C:21]([C:23]1[CH:28]=[CH:27][CH:26]=[CH:25][C:24]=1[CH3:29])=[O:22].O. (4) Given the product [NH2:19][C:11]1[O:12][C@H:13]([C:15]([F:18])([F:17])[F:16])[CH2:14][C@:9]([C:4]2[CH:3]=[C:2]([NH:25][C:23](=[O:24])[C:22]3[CH:39]=[CH:38][C:37]([Cl:44])=[CH:36][N:35]=3)[CH:7]=[N:6][C:5]=2[F:8])([CH3:20])[N:10]=1, predict the reactants needed to synthesize it. The reactants are: Br[C:2]1[CH:3]=[C:4]([C@:9]2([CH3:20])[CH2:14][C@@H:13]([C:15]([F:18])([F:17])[F:16])[O:12][C:11]([NH2:19])=[N:10]2)[C:5]([F:8])=[N:6][CH:7]=1.F[C:22](F)(F)[C:23]([NH2:25])=[O:24].C(=O)([O-])[O-].[K+].[K+].[CH3:39][NH:35][C@@H:36]1[CH2:38][CH2:37][CH2:39][CH2:38][C@H:37]1[NH:35][CH3:36].[Cl-:44].[NH4+]. (5) Given the product [CH3:20][O:19][C:13]1[CH:14]=[C:15]2[C:10](=[CH:11][CH:12]=1)[C:9](=[O:21])[C:8]1[CH:7]=[CH:6][C:5]([C:1]#[N:2])=[CH:18][C:17]=1[O:16]2, predict the reactants needed to synthesize it. The reactants are: [C-:1]#[N:2].[Na+].F[C:5]1[CH:6]=[CH:7][C:8]2[C:9](=[O:21])[C:10]3[C:15]([O:16][C:17]=2[CH:18]=1)=[CH:14][C:13]([O:19][CH3:20])=[CH:12][CH:11]=3. (6) Given the product [Br:15][C:16]1[CH:17]=[C:18]([NH:23][C:24]2[N:26]=[C:6]([CH:7]([F:8])[F:9])[CH:5]=[CH:4][N:25]=2)[CH:19]=[C:20]([CH3:22])[CH:21]=1, predict the reactants needed to synthesize it. The reactants are: C(O/[CH:4]=[CH:5]/[C:6](=O)[CH:7]([F:9])[F:8])C.[N+]([O-])(O)=O.[Br:15][C:16]1[CH:17]=[C:18]([NH:23][C:24]([NH2:26])=[NH:25])[CH:19]=[C:20]([CH3:22])[CH:21]=1.C(=O)([O-])[O-].[K+].[K+]. (7) Given the product [CH3:17][N:18]([CH3:32])[CH2:19][CH2:20][N:21]1[CH2:26][CH2:25][S:24][C:23]2[CH:27]=[C:28]([NH:31][C:7]([C:3]3[O:2][CH:6]=[CH:5][CH:4]=3)=[NH:8])[CH:29]=[CH:30][C:22]1=2, predict the reactants needed to synthesize it. The reactants are: Br.[O:2]1[CH:6]=[CH:5][CH:4]=[C:3]1[C:7](SCC1C=CC=CC=1)=[NH:8].[CH3:17][N:18]([CH3:32])[CH2:19][CH2:20][N:21]1[CH2:26][CH2:25][S:24][C:23]2[CH:27]=[C:28]([NH2:31])[CH:29]=[CH:30][C:22]1=2. (8) The reactants are: [CH2:1]1[C:7]2[CH:8]=[CH:9][C:10]([O:12][C:13]3[CH:14]=[CH:15][C:16]([N:19]4[CH2:23][CH2:22][CH2:21][C:20]4=[O:24])=[N:17][CH:18]=3)=[CH:11][C:6]=2[CH2:5][CH2:4][NH:3][CH2:2]1.[CH:25]1([CH:28]=O)[CH2:27][CH2:26]1.C(O[BH-](OC(=O)C)OC(=O)C)(=O)C.[Na+]. Given the product [CH:25]1([CH2:28][N:3]2[CH2:2][CH2:1][C:7]3[CH:8]=[CH:9][C:10]([O:12][C:13]4[CH:14]=[CH:15][C:16]([N:19]5[CH2:23][CH2:22][CH2:21][C:20]5=[O:24])=[N:17][CH:18]=4)=[CH:11][C:6]=3[CH2:5][CH2:4]2)[CH2:27][CH2:26]1, predict the reactants needed to synthesize it. (9) Given the product [CH2:1]([O:8][C:9]([NH:10][C:11]1[CH:12]=[CH:13][C:14]([CH:17]2[CH2:21][CH2:20][C@H:19]([O:22][S:32]([CH3:31])(=[O:34])=[O:33])[CH2:18]2)=[CH:15][CH:16]=1)=[O:23])[C:2]1[CH:7]=[CH:6][CH:5]=[CH:4][CH:3]=1, predict the reactants needed to synthesize it. The reactants are: [CH2:1]([O:8][C:9](=[O:23])[NH:10][C:11]1[CH:16]=[CH:15][C:14]([C@H:17]2[CH2:21][CH2:20][CH:19]([OH:22])[CH2:18]2)=[CH:13][CH:12]=1)[C:2]1[CH:7]=[CH:6][CH:5]=[CH:4][CH:3]=1.CCN(CC)CC.[CH3:31][S:32](Cl)(=[O:34])=[O:33].CCOC(C)=O. (10) Given the product [Cl:1][C:2]1[C:3]2[CH:10]=[CH:9][N:8]([S:19]([C:14]3[CH:13]=[CH:18][C:17]([CH3:25])=[CH:16][CH:15]=3)(=[O:20])=[O:21])[C:4]=2[N:5]=[CH:6][N:7]=1, predict the reactants needed to synthesize it. The reactants are: [Cl:1][C:2]1[C:3]2[CH:10]=[CH:9][NH:8][C:4]=2[N:5]=[CH:6][N:7]=1.[H-].[Na+].[C:13]1(C)[C:14]([S:19](Cl)(=[O:21])=[O:20])=[CH:15][CH:16]=[CH:17][CH:18]=1.O.[CH2:25]1COCC1.